Dataset: B-cell epitopes from IEDB database with 3,159 antigens for binding position prediction. Task: Token-level Classification. Given an antigen amino acid sequence, predict which amino acid positions are active epitope sites capable of antibody binding. Output is a list of indices for active positions. (1) Given the antigen sequence: MKKRILSAVLVSGVTLSSATTLSAVKADDFDAQIASQDSKINNLTAQQQAAQAQVNTIQGQVSALQTQQAELQAENQRLEAQSATLGQQIQTLSSKIVARNESLKQQARSAQKSNAATSYINAIINSKSVSDAINRVSAIREVVSANEKMLQQQEQDKAAVEQKQQENQAAINTVAANQETIAQNTNALNTQQAQLEAAQLNLQAELTTAQDQKATLVAQKAAAEEAARQAAAAQAAAEAKAAAEAKALQEQAAQAQVAANNNTQATDASDQQAAAADNTQAAQTGDSTEQSAAQAVNNSDQESTTATEAQPSASSASTAAVAANTSSANTYPAGQCTWGVKSLAPWVGNYWGNGGQWAASAAAAGYRVGSTPSAGAVAVWNDGGYGHVAYVTGVQGGQIQVQEANYAGNQSIGNYRGWFNPGSVSYIYPN, which amino acid positions are active epitope sites? The epitope positions are: [112, 113, 114, 115, 116, 117, 118, 119, 120, 121, 122, 123, 124, 125, 126, 127, 128, 129, 130, 131]. The amino acids at these positions are: KSNAATSYINAIINSKSVSD. (2) Given the antigen sequence: MGFGRATNDVHLSGMSRISQAVLPAGTGTDGYVVVDATIVPDLLPRLGHAARIFQRYAVETLEFEIQPMCPANTGGGYVAGFLPDPTDNDHTFDALQATRGAVVAKWWESRTVRPQYTRTLLWTSSGKEQRLTSPGRLILLCVGNNTDVVNVSVLCRWSVRLSVPSLETPEETTAPIMTQGSLYSDSLSTNDFKSILLGSTPLDIAPDGAVFQLDRPLSIDYSLGTGDVDRAVYWHLKKFAGNAGTPAGWFRWGIWDNFNKTFTDGVAYYSDEQPRQILLPVGTVFTRVDS, which amino acid positions are active epitope sites? The epitope positions are: [149, 150, 151, 152, 153, 154, 155, 156]. The amino acids at these positions are: VNVSVLCR. (3) Given the antigen sequence: MAQALPWLLLWMGAGVLPAHGTQHGIRLPLRSGLGGAPLGLRLPRETDEEPEEPGRRGSFVEMVDNLRGKSGQGYYVEMTVGSPPQTLNILVDTGSSNFAVGAAPHPFLHRYYQRQLSSTYRDLRKGVYVPYTQGKWEGELGTDLVSIPHGPNVTVRANIAAITESDKFFINGSNWEGILGLAYAEIARPDDSLEPFFDSLVKQTHVPNLFSLQLCGAGFPLNQSEVLASVGGSMIIGGIDHSLYTGSLWYTPIRREWYYEVIIVRVEINGQDLKMDCKEYNYDKSIVDSGTTNLRLPKKVFEAAVKSIKAASSTEKFPDGFWLGEQLVCWQAGTTPWNIFPVISLYLMGEVTNQSFRITILPQQYLRPVEDVATSQDDCYKFAISQSSTGTVMGAVIMEGFYVVFDRARKRIGFAVSACHVHDEFRTAAVEGPFVTLDMEDCGYNIPQTDESTLMTIAYVMAAICALFMLPLCLMVCQWCCLRCLRQQHDDFADDISLL..., which amino acid positions are active epitope sites? The epitope positions are: [295, 296, 297, 298, 299, 300, 301, 302, 303, 304, 305, 306, 307, 308, 309, 310, 311, 312, 313]. The amino acids at these positions are: RLPKKVFEAAVKSIKAASS. (4) Given the antigen sequence: MATKASLSIKGFALLVSVLVAVPTRVQSIGVCYGMLGNNLPPPSEVVSLYKSNNIARMRLYDPNQAALQALRNSNIQVLLDVPRSDVQSLASNPSAAGDWIRRNVVAYWPSVSFRYIAVGNELIPGSDLAQYILPAMRNIYNALSSAGLQNQIKVSTAVDTGVLGTSYPPSAGAFSSAAQAYLSPIVQFLASNGAPLLVNVYPYFSYTGNPGQISLPYALFTASGVVVQDGRFSYQNLFDAIVDAVFAALERVGGANVAVVVSESGWPSAGGGAEASTSNARTYNQNLIRHVGGGTPRRPGKEIEAYIFEMFNENQKAGGIEQNFGLFYPNKQPVYQISF, which amino acid positions are active epitope sites? The epitope positions are: [52, 53, 54, 55, 56, 57, 58, 59, 60, 61, 62, 63, 64, 65, 66]. The amino acids at these positions are: NNIARMRLYDPNQAA. (5) Given the antigen sequence: MSYSGERDQFAPNMALVPMVVEQTSRGERSYDIFSRLLKERIIFLTGQVEDHMANLITAQMLFLEAENPEKDIFLYINSPGGVITAGMSIYDTMQFIKPDVSTICMGQACSMGAFLLTAGAKGKRFCLPNSRVMIHQPLGGFQGQATDIEIHAKEILKVKSRMNELMAKHTGKSLEEIERDTERDRFLSADEAVEYGLVDSVFTRRD, which amino acid positions are active epitope sites? The epitope positions are: [176, 177, 178, 179, 180, 181, 182, 183, 184, 185, 186, 187, 188, 189, 190, 191, 192, 193]. The amino acids at these positions are: EIERDTERDRFLSADEAV. (6) Given the antigen sequence: MDIDPYKEFGATVELLSFLPSDFFPSVRDLLDTASALYREALESPEHCSPHHTALRQAILCWGELMTLATWVGNNLEDPASRDLVVNYVNTNVGLKIRQLLWFHISCLTFGRETVLEYLVSFGVWIRTPPAYRPPNAPILSTLPETTVVRRRDRGRSPRRRTPSPRRRRSPSPRRRRSQSRESQC, which amino acid positions are active epitope sites? The epitope positions are: [84, 85, 86, 87, 88, 89, 90, 91, 92, 93, 94, 95]. The amino acids at these positions are: VVNYVNTNVGLK. (7) Given the antigen sequence: MGRVGYWTLLVLPALLVWRGPAPSAAAEKGPPALNIAVMLGHSHDVTERELRTLWGPEQAAGLPLDVNVVALLMNRTDPKSLITHVCDLMSGARIHGLVFGDDTDQEAVAQMLDFISSHTFVPILGIHGGASMIMADKDPTSTFFQFGASIQQQATVMLKIMQDYDWHVFSLVTTIFPGYREFISFVKTTVDNSFVGWDMQNVITLDTSFEDAKTQVQLKKIHSSVILLYCSKDEAVLILSEARSLGLTGYDFFWIVPSLVSGNTELIPKEFPSGLISVSYDDWDYSLEARVRDGIGILTTAASSMLEKFSYIPEAKASCYGQMERPEVPMHTLHPFMVNVTWDGKDLSFTEEGYQVHPRLVVIVLNKDREWEKVGKWENHTLSLRHAVWPRYKSFSDCEPDDNHLSIVTLEEAPFVIVEDIDPLTETCVRNTVPCRKFVKINNSTNEGMNVKKCCKGFCIDILKKLSRTVKFTYDLYLVTNGKHGKKVNNVWNGMIGEV..., which amino acid positions are active epitope sites? The epitope positions are: [277, 278, 279, 280, 281, 282, 283, 284, 285, 286, 287, 288, 289, 290, 291]. The amino acids at these positions are: SVSYDDWDYSLEARV. (8) Given the antigen sequence: MLSRVAAVKAPRTHNRRRVTGSSGRRREGRESEPQMPNMSRHVFTSAVLLLLVVIMTCCATCEAAAVVESKSGAVQLPKWVDIFVPEKTQVLPKEGSKSGVKKAFAAPSLVSAGGVMVAFAESLFVYIVHEHNLFGIKPYEIVAGYIKAAESWPSIVAEVNATTWRTHTVIGSRNGNDCLCYLQRPTAVARDSKVFLLVGSDTTRYDSDDNMWVKDGWDIQLVEGVATQSKDGVQSKLVSWGEPKSLLKQILNHTQDQLRDVVTAGGSGIVMQNDTLVFPLMVNGQNYPFSSITYSTDKGNNWVFPEGISPVGCLDPRITEWETGQILMIVQCKDDQSVFESRDMGKTWTEAIGTLSGVWVMSQPGVRLYKIFRVGALITATIEGRKVMLYTQRGYTSGEKEANALYLWVTDNNRTFHVGPLFLEDNVNETLANALLYSDGALHLLKERANEKDEAISLARLTEELNTIKSVLSTWAKLDASFSESSTPTAGLVGFLSNT..., which amino acid positions are active epitope sites? The epitope positions are: [319, 320, 321, 322, 323, 324, 325, 326]. The amino acids at these positions are: TEWETGQI.